Dataset: Forward reaction prediction with 1.9M reactions from USPTO patents (1976-2016). Task: Predict the product of the given reaction. Given the reactants [F:1][C:2]1[CH:9]=[C:8]([F:10])[CH:7]=[C:6]([OH:11])[C:3]=1[CH:4]=[O:5].I[CH2:13][CH3:14].C([O-])([O-])=O.[K+].[K+].CCOCC, predict the reaction product. The product is: [CH2:13]([O:11][C:6]1[CH:7]=[C:8]([F:10])[CH:9]=[C:2]([F:1])[C:3]=1[CH:4]=[O:5])[CH3:14].